This data is from hERG potassium channel inhibition data for cardiac toxicity prediction from Karim et al.. The task is: Regression/Classification. Given a drug SMILES string, predict its toxicity properties. Task type varies by dataset: regression for continuous values (e.g., LD50, hERG inhibition percentage) or binary classification for toxic/non-toxic outcomes (e.g., AMES mutagenicity, cardiotoxicity, hepatotoxicity). Dataset: herg_karim. The compound is CC(C)(C)NC(=O)CN1CCC(CNC(=O)c2cc(Cl)cc(Cl)c2)CC1. The result is 0 (non-blocker).